This data is from Reaction yield outcomes from USPTO patents with 853,638 reactions. The task is: Predict the reaction yield, written as a fraction of the theoretical maximum amount of product (1.0 means a 100% yield; for example, 0.34 means a 34% yield). (1) The reactants are [Cl:1][C:2]1[CH:7]=[C:6]([NH:8][C:9]2[N:14]=[C:13](Cl)[N:12]=[C:11]([NH:16][CH:17]3[CH2:23][CH2:22][CH2:21][CH2:20][CH2:19][CH2:18]3)[N:10]=2)[CH:5]=[CH:4][C:3]=1[OH:24].[CH3:25][N:26]1[CH2:31][CH2:30][CH:29]([NH:32][CH3:33])[CH2:28][CH2:27]1.[OH-].[Na+].O. The catalyst is C1COCC1. The product is [Cl:1][C:2]1[CH:7]=[C:6]([NH:8][C:9]2[N:10]=[C:11]([NH:16][CH:17]3[CH2:23][CH2:22][CH2:21][CH2:20][CH2:19][CH2:18]3)[N:12]=[C:13]([N:32]([CH3:33])[CH:29]3[CH2:30][CH2:31][N:26]([CH3:25])[CH2:27][CH2:28]3)[N:14]=2)[CH:5]=[CH:4][C:3]=1[OH:24]. The yield is 0.140. (2) The reactants are [N:1]1[CH:6]=[CH:5][CH:4]=[CH:3][C:2]=1[C:7]1[C:8]([C:15]2[CH:20]=[CH:19][N:18]=[C:17]3[NH:21][CH:22]=[CH:23][C:16]=23)=[C:9]2[CH2:14][CH2:13][CH2:12][N:10]2[N:11]=1.[H-].[K+].I[CH3:27].Cl. The catalyst is CN(C)C=O.C(OCC)C.CCCCCC. The product is [CH3:27][N:21]1[C:17]2=[N:18][CH:19]=[CH:20][C:15]([C:8]3[C:7]([C:2]4[CH:3]=[CH:4][CH:5]=[CH:6][N:1]=4)=[N:11][N:10]4[CH2:12][CH2:13][CH2:14][C:9]=34)=[C:16]2[CH:23]=[CH:22]1. The yield is 0.790.